From a dataset of Catalyst prediction with 721,799 reactions and 888 catalyst types from USPTO. Predict which catalyst facilitates the given reaction. Reactant: [F:1][C:2]([F:7])([F:6])[C:3]([OH:5])=[O:4].C(OC([N:15]1[CH2:20][CH2:19][C:18]([CH2:27][N:28]2[CH2:33][CH2:32][N:31]([C:34]([O:36][CH2:37][C:38]3[CH:43]=[CH:42][CH:41]=[CH:40][CH:39]=3)=[O:35])[CH2:30][C:29]2=[O:44])([NH:21][C:22]([O:24][CH2:25][CH3:26])=[O:23])[CH2:17][CH2:16]1)=O)(C)(C)C. Product: [F:1][C:2]([F:7])([F:6])[C:3]([OH:5])=[O:4].[CH2:25]([O:24][C:22]([NH:21][C:18]1([CH2:27][N:28]2[CH2:33][CH2:32][N:31]([C:34]([O:36][CH2:37][C:38]3[CH:39]=[CH:40][CH:41]=[CH:42][CH:43]=3)=[O:35])[CH2:30][C:29]2=[O:44])[CH2:17][CH2:16][NH:15][CH2:20][CH2:19]1)=[O:23])[CH3:26]. The catalyst class is: 11.